Dataset: Catalyst prediction with 721,799 reactions and 888 catalyst types from USPTO. Task: Predict which catalyst facilitates the given reaction. (1) Reactant: CO[C:3]([C:5]1[N:13]([CH:14]2[CH2:16][CH2:15]2)[C:12]2[CH:11]=[CH:10][N:9]=[CH:8][C:7]=2[C:6]=1[NH:17][C:18]1[CH:23]=[CH:22][C:21]([I:24])=[CH:20][C:19]=1[F:25])=[O:4].[OH-].[Na+].CCN=C=NCCCN(C)C.C1C=CC2N(O)N=NC=2C=1.[CH:49]([O:51][CH2:52][CH2:53][O:54][NH2:55])=[CH2:50].CCN(C(C)C)C(C)C. Product: [CH:49]([O:51][CH2:52][CH2:53][O:54][NH:55][C:3]([C:5]1[N:13]([CH:14]2[CH2:16][CH2:15]2)[C:12]2[CH:11]=[CH:10][N:9]=[CH:8][C:7]=2[C:6]=1[NH:17][C:18]1[CH:23]=[CH:22][C:21]([I:24])=[CH:20][C:19]=1[F:25])=[O:4])=[CH2:50]. The catalyst class is: 36. (2) Reactant: C(OC[N:9]1[C:13]2[N:14]=[C:15]([NH:28][C:29]3[CH:34]=[CH:33][C:32]([N:35]([C@H:37]4[CH2:41][CH2:40][N:39]([CH2:42][CH2:43][O:44][CH3:45])[CH2:38]4)[CH3:36])=[CH:31][CH:30]=3)[N:16]=[C:17]([O:18][C:19]3[CH:24]=[CH:23][CH:22]=[C:21]([N+:25]([O-:27])=[O:26])[CH:20]=3)[C:12]=2[CH:11]=[CH:10]1)(=O)C(C)(C)C.C1COCC1.CO.[OH-].[Na+]. Product: [CH3:45][O:44][CH2:43][CH2:42][N:39]1[CH2:40][CH2:41][C@H:37]([N:35]([CH3:36])[C:32]2[CH:31]=[CH:30][C:29]([NH:28][C:15]3[N:16]=[C:17]([O:18][C:19]4[CH:24]=[CH:23][CH:22]=[C:21]([N+:25]([O-:27])=[O:26])[CH:20]=4)[C:12]4[CH:11]=[CH:10][NH:9][C:13]=4[N:14]=3)=[CH:34][CH:33]=2)[CH2:38]1. The catalyst class is: 6. (3) Reactant: [O:1]=[C:2]([C:6]1[N:14]2[C:9]([CH:10]=[CH:11][CH:12]=[CH:13]2)=[CH:8][C:7]=1[C:15]1[CH:20]=[CH:19][CH:18]=[CH:17][CH:16]=1)[C:3](Cl)=[O:4].C([N:23]([CH2:26][CH3:27])CC)C. Product: [O:1]=[C:2]([C:6]1[N:14]2[C:9]([CH:10]=[CH:11][CH:12]=[CH:13]2)=[CH:8][C:7]=1[C:15]1[CH:20]=[CH:19][CH:18]=[CH:17][CH:16]=1)[C:3]([NH:23][C:26]1[CH:27]=[CH:8][C:7]([CH3:15])=[CH:6][CH:2]=1)=[O:4]. The catalyst class is: 4. (4) Reactant: [CH3:1][C:2]1[C:10]2[C:5](=[CH:6][CH:7]=[CH:8][C:9]=2Br)[NH:4][CH:3]=1.[B:12]1([B:12]2[O:16][C:15]([CH3:18])([CH3:17])[C:14]([CH3:20])([CH3:19])[O:13]2)[O:16][C:15]([CH3:18])([CH3:17])[C:14]([CH3:20])([CH3:19])[O:13]1.CC([O-])=O.[K+]. Product: [CH3:1][C:2]1[C:10]2[C:5](=[CH:6][CH:7]=[CH:8][C:9]=2[B:12]2[O:16][C:15]([CH3:18])([CH3:17])[C:14]([CH3:20])([CH3:19])[O:13]2)[NH:4][CH:3]=1. The catalyst class is: 151. (5) Reactant: [F:1][C:2]1[CH:10]=[CH:9][C:5](C(O)=O)=[CH:4][C:3]=1[N+:11]([O-:13])=[O:12].[C:14](Cl)(=[O:18])C(Cl)=O.CCN(CC)CC.[CH3:27][OH:28]. Product: [F:1][C:2]1[CH:10]=[C:9]([CH:5]=[CH:4][C:3]=1[N+:11]([O-:13])=[O:12])[C:27]([O:18][CH3:14])=[O:28]. The catalyst class is: 59.